From a dataset of NCI-60 drug combinations with 297,098 pairs across 59 cell lines. Regression. Given two drug SMILES strings and cell line genomic features, predict the synergy score measuring deviation from expected non-interaction effect. Drug 1: CC12CCC3C(C1CCC2=O)CC(=C)C4=CC(=O)C=CC34C. Drug 2: C1=NC2=C(N1)C(=S)N=CN2. Cell line: T-47D. Synergy scores: CSS=18.8, Synergy_ZIP=-6.50, Synergy_Bliss=-5.10, Synergy_Loewe=-7.17, Synergy_HSA=-5.19.